This data is from NCI-60 drug combinations with 297,098 pairs across 59 cell lines. The task is: Regression. Given two drug SMILES strings and cell line genomic features, predict the synergy score measuring deviation from expected non-interaction effect. (1) Synergy scores: CSS=31.2, Synergy_ZIP=-1.15, Synergy_Bliss=2.44, Synergy_Loewe=3.80, Synergy_HSA=4.94. Cell line: UACC62. Drug 2: CC1=C(C(=CC=C1)Cl)NC(=O)C2=CN=C(S2)NC3=CC(=NC(=N3)C)N4CCN(CC4)CCO. Drug 1: CS(=O)(=O)CCNCC1=CC=C(O1)C2=CC3=C(C=C2)N=CN=C3NC4=CC(=C(C=C4)OCC5=CC(=CC=C5)F)Cl. (2) Drug 1: CC(CN1CC(=O)NC(=O)C1)N2CC(=O)NC(=O)C2. Drug 2: CC12CCC3C(C1CCC2OP(=O)(O)O)CCC4=C3C=CC(=C4)OC(=O)N(CCCl)CCCl.[Na+]. Cell line: CCRF-CEM. Synergy scores: CSS=64.3, Synergy_ZIP=-1.20, Synergy_Bliss=0.212, Synergy_Loewe=-19.9, Synergy_HSA=1.37. (3) Drug 1: CC1=C2C(C(=O)C3(C(CC4C(C3C(C(C2(C)C)(CC1OC(=O)C(C(C5=CC=CC=C5)NC(=O)C6=CC=CC=C6)O)O)OC(=O)C7=CC=CC=C7)(CO4)OC(=O)C)O)C)OC(=O)C. Drug 2: COCCOC1=C(C=C2C(=C1)C(=NC=N2)NC3=CC=CC(=C3)C#C)OCCOC.Cl. Cell line: NCI-H226. Synergy scores: CSS=20.4, Synergy_ZIP=-3.89, Synergy_Bliss=1.35, Synergy_Loewe=1.42, Synergy_HSA=1.93. (4) Drug 1: C1=NNC2=C1C(=O)NC=N2. Drug 2: CC(C)CN1C=NC2=C1C3=CC=CC=C3N=C2N. Cell line: HCC-2998. Synergy scores: CSS=3.13, Synergy_ZIP=1.79, Synergy_Bliss=-0.752, Synergy_Loewe=-1.31, Synergy_HSA=-3.46. (5) Drug 1: CC1CCC2CC(C(=CC=CC=CC(CC(C(=O)C(C(C(=CC(C(=O)CC(OC(=O)C3CCCCN3C(=O)C(=O)C1(O2)O)C(C)CC4CCC(C(C4)OC)O)C)C)O)OC)C)C)C)OC. Drug 2: C#CCC(CC1=CN=C2C(=N1)C(=NC(=N2)N)N)C3=CC=C(C=C3)C(=O)NC(CCC(=O)O)C(=O)O. Cell line: OVCAR-8. Synergy scores: CSS=44.3, Synergy_ZIP=2.72, Synergy_Bliss=0.999, Synergy_Loewe=-28.6, Synergy_HSA=0.360. (6) Drug 1: C1=CC(=CC=C1C#N)C(C2=CC=C(C=C2)C#N)N3C=NC=N3. Drug 2: CCC1(CC2CC(C3=C(CCN(C2)C1)C4=CC=CC=C4N3)(C5=C(C=C6C(=C5)C78CCN9C7C(C=CC9)(C(C(C8N6C)(C(=O)OC)O)OC(=O)C)CC)OC)C(=O)OC)O.OS(=O)(=O)O. Cell line: UO-31. Synergy scores: CSS=-3.97, Synergy_ZIP=2.21, Synergy_Bliss=-0.236, Synergy_Loewe=-4.17, Synergy_HSA=-4.49. (7) Drug 2: CN(CCCl)CCCl.Cl. Drug 1: C1CN1P(=S)(N2CC2)N3CC3. Cell line: SF-268. Synergy scores: CSS=9.60, Synergy_ZIP=-1.11, Synergy_Bliss=-0.155, Synergy_Loewe=-0.846, Synergy_HSA=1.15. (8) Drug 1: CC1OCC2C(O1)C(C(C(O2)OC3C4COC(=O)C4C(C5=CC6=C(C=C35)OCO6)C7=CC(=C(C(=C7)OC)O)OC)O)O. Drug 2: C1=NC(=NC(=O)N1C2C(C(C(O2)CO)O)O)N. Cell line: SW-620. Synergy scores: CSS=38.8, Synergy_ZIP=2.68, Synergy_Bliss=1.53, Synergy_Loewe=-0.726, Synergy_HSA=3.68. (9) Drug 1: C1CC(C1)(C(=O)O)C(=O)O.[NH2-].[NH2-].[Pt+2]. Drug 2: CN(CCCl)CCCl.Cl. Cell line: CCRF-CEM. Synergy scores: CSS=26.0, Synergy_ZIP=-6.57, Synergy_Bliss=-1.04, Synergy_Loewe=-13.5, Synergy_HSA=-0.796. (10) Drug 1: COCCOC1=C(C=C2C(=C1)C(=NC=N2)NC3=CC=CC(=C3)C#C)OCCOC.Cl. Drug 2: CC1C(C(CC(O1)OC2CC(CC3=C2C(=C4C(=C3O)C(=O)C5=C(C4=O)C(=CC=C5)OC)O)(C(=O)CO)O)N)O.Cl. Cell line: MDA-MB-231. Synergy scores: CSS=47.3, Synergy_ZIP=-2.80, Synergy_Bliss=-0.850, Synergy_Loewe=0.714, Synergy_HSA=1.75.